From a dataset of Catalyst prediction with 721,799 reactions and 888 catalyst types from USPTO. Predict which catalyst facilitates the given reaction. (1) Reactant: C(=O)([O-])[O-].[K+].[K+].F[C:8]1[CH:13]=[CH:12][C:11]([I:14])=[CH:10][N:9]=1.[CH2:15]([N:17]([C@@H:25]1[CH2:29][CH2:28][NH:27][CH2:26]1)[C:18](=[O:24])[O:19][C:20]([CH3:23])([CH3:22])[CH3:21])[CH3:16]. Product: [CH2:15]([N:17]([C@@H:25]1[CH2:29][CH2:28][N:27]([C:8]2[CH:13]=[CH:12][C:11]([I:14])=[CH:10][N:9]=2)[CH2:26]1)[C:18](=[O:24])[O:19][C:20]([CH3:23])([CH3:21])[CH3:22])[CH3:16]. The catalyst class is: 58. (2) Reactant: C([O:3][C:4](=[O:25])[C:5]([OH:24])([C:20]([F:23])([F:22])[F:21])[CH2:6][C:7]([C:10]1[CH:15]=[C:14]([F:16])[CH:13]=[CH:12][C:11]=1[N+:17]([O-:19])=[O:18])([CH3:9])[CH3:8])C. Product: [F:16][C:14]1[CH:13]=[CH:12][C:11]([N+:17]([O-:19])=[O:18])=[C:10]([C:7]([CH3:9])([CH3:8])[CH2:6][C:5]([OH:24])([C:20]([F:22])([F:23])[F:21])[C:4]([OH:25])=[O:3])[CH:15]=1. The catalyst class is: 8. (3) Reactant: [Cl:1][C:2]1[N:7]2[N:8]=[C:9]([C:11]3[CH:16]=[CH:15][C:14]([F:17])=[CH:13][CH:12]=3)[CH:10]=[C:6]2[CH:5]=[CH:4][CH:3]=1.[C:18](OC(=O)C)(=[O:20])[CH3:19].B(F)(F)F. Product: [Cl:1][C:2]1[N:7]2[N:8]=[C:9]([C:11]3[CH:16]=[CH:15][C:14]([F:17])=[CH:13][CH:12]=3)[C:10]([C:18](=[O:20])[CH3:19])=[C:6]2[CH:5]=[CH:4][CH:3]=1. The catalyst class is: 11. (4) Reactant: [CH:1]1([C:4]2[CH:13]=[CH:12][C:7]([C:8]([O:10][CH3:11])=[O:9])=[C:6]([OH:14])[CH:5]=2)[CH2:3][CH2:2]1.[Br:15]Br.O. Product: [Br:15][C:13]1[C:4]([CH:1]2[CH2:3][CH2:2]2)=[CH:5][C:6]([OH:14])=[C:7]([CH:12]=1)[C:8]([O:10][CH3:11])=[O:9]. The catalyst class is: 15.